Dataset: Full USPTO retrosynthesis dataset with 1.9M reactions from patents (1976-2016). Task: Predict the reactants needed to synthesize the given product. (1) The reactants are: [CH:1]1([CH:7]([O:50][CH3:51])[C:8]2[CH:45]=[CH:44][C:43]([C:46]([F:49])([F:48])[F:47])=[CH:42][C:9]=2[CH2:10][N:11]([CH2:27][C:28]2[CH:33]=[C:32]([C:34]([F:37])([F:36])[F:35])[CH:31]=[C:30]([C:38]([F:41])([F:40])[F:39])[CH:29]=2)[C:12]2[N:13]=[N:14][N:15](CCO[Si](C(C)(C)C)(C)C)[N:16]=2)[CH2:6][CH2:5][CH2:4][CH2:3][CH2:2]1.CCCC[N+](CCCC)(CCCC)CCCC.[F-].C1C[O:73][CH2:72][CH2:71]1. Given the product [F:37][C:34]([F:35])([F:36])[C:32]1[CH:33]=[C:28]([CH:29]=[C:30]([C:38]([F:39])([F:41])[F:40])[CH:31]=1)[CH2:27][N:11]([CH2:10][C:9]1[CH:42]=[C:43]([C:46]([F:47])([F:48])[F:49])[CH:44]=[CH:45][C:8]=1[CH:7]([CH:1]1[CH2:2][CH2:3][CH2:4][CH2:5][CH2:6]1)[O:50][CH3:51])[C:12]1[N:13]=[N:14][N:15]([CH:72]([OH:73])[CH3:71])[N:16]=1, predict the reactants needed to synthesize it. (2) The reactants are: C([O:8][C@H:9]1[C:19]2([CH2:21][CH2:20]2)[C@H:18]2[C@@H:11]([O:12][Si:13]([CH:31]([CH3:33])[CH3:32])([CH:28]([CH3:30])[CH3:29])[O:14][Si:15]([CH:25]([CH3:27])[CH3:26])([CH:22]([CH3:24])[CH3:23])[O:16][CH2:17]2)[C@@H:10]1[F:34])C1C=CC=CC=1.B(Cl)(Cl)Cl. Given the product [F:34][C@H:10]1[C@@H:11]2[O:12][Si:13]([CH:28]([CH3:30])[CH3:29])([CH:31]([CH3:33])[CH3:32])[O:14][Si:15]([CH:25]([CH3:26])[CH3:27])([CH:22]([CH3:23])[CH3:24])[O:16][CH2:17][C@H:18]2[C:19]2([CH2:21][CH2:20]2)[C@@H:9]1[OH:8], predict the reactants needed to synthesize it. (3) Given the product [CH2:1]([N:8]([CH2:32][CH3:33])[C:9]1[C:10]([C:28]([F:31])([F:29])[F:30])=[C:11]([CH:25]=[CH:26][CH:27]=1)[C:12]([NH:14][CH2:15][C:16]1[C:17](=[O:24])[NH:18][C:19]([CH3:23])=[CH:20][C:21]=1[CH3:22])=[O:13])[C:2]1[CH:3]=[CH:4][CH:5]=[CH:6][CH:7]=1, predict the reactants needed to synthesize it. The reactants are: [CH2:1]([NH:8][C:9]1[C:10]([C:28]([F:31])([F:30])[F:29])=[C:11]([CH:25]=[CH:26][CH:27]=1)[C:12]([NH:14][CH2:15][C:16]1[C:17](=[O:24])[NH:18][C:19]([CH3:23])=[CH:20][C:21]=1[CH3:22])=[O:13])[C:2]1[CH:7]=[CH:6][CH:5]=[CH:4][CH:3]=1.[C:32](O)(=O)[CH3:33].C(=O)C.C(O[BH-](OC(=O)C)OC(=O)C)(=O)C.[Na+].C([O-])(O)=O.[Na+]. (4) Given the product [Br:9][C:10]1[CH:23]=[C:22]2[C:13]([O:14][C:15]3[C:16]([F:35])=[CH:17][C:18]([O:33][CH3:34])=[CH:19][C:20]=3[C:21]32[C:27]2=[N:28][CH2:29][CH2:30][CH2:31][N:26]2[C:25]([NH2:8])=[N:24]3)=[CH:12][CH:11]=1, predict the reactants needed to synthesize it. The reactants are: C(OO)(C)(C)C.[OH-].[NH4+:8].[Br:9][C:10]1[CH:23]=[C:22]2[C:13]([O:14][C:15]3[C:16]([F:35])=[CH:17][C:18]([O:33][CH3:34])=[CH:19][C:20]=3[C:21]32[C:27]2=[N:28][CH2:29][CH2:30][CH2:31][N:26]2[C:25](=S)[NH:24]3)=[CH:12][CH:11]=1.